The task is: Predict which catalyst facilitates the given reaction.. This data is from Catalyst prediction with 721,799 reactions and 888 catalyst types from USPTO. (1) Reactant: [CH:1]1[C:10]2[C:5](=[CH:6][CH:7]=[CH:8][CH:9]=2)[CH:4]=[CH:3][C:2]=1[CH:11]=O.[C:13]1(=O)[CH2:18][CH2:17][CH2:16][CH2:15][CH2:14]1.[OH-:20].[Na+]. Product: [CH2:14]1[C:15]2[C:16](=[CH:10][CH:1]=[CH:2][CH:3]=2)[CH:17]=[CH:18][C:13]1=[C:5]1[CH2:6][CH2:7][CH2:8][C:11](=[C:2]2[CH:3]=[CH:4][C:5]3[C:10](=[CH:9][CH:8]=[CH:7][CH:6]=3)[CH2:1]2)[C:4]1=[O:20]. The catalyst class is: 8. (2) Reactant: [NH:1]1[CH2:5][CH2:4][CH2:3][C:2]1=[O:6].[H-].[Na+].[I:9][C:10]1[CH:17]=[CH:16][C:13]([CH2:14]Br)=[CH:12][CH:11]=1. Product: [I:9][C:10]1[CH:17]=[CH:16][C:13]([CH2:14][N:1]2[CH2:5][CH2:4][CH2:3][C:2]2=[O:6])=[CH:12][CH:11]=1. The catalyst class is: 3. (3) Reactant: [Br:1][C:2](=[CH2:6])[C:3]([OH:5])=[O:4].[CH2:7](Br)[C:8]1[CH:13]=[CH:12][CH:11]=[CH:10][CH:9]=1.C([O-])([O-])=O.[K+].[K+]. Product: [Br:1][C:2](=[CH2:6])[C:3]([O:5][CH2:7][C:8]1[CH:13]=[CH:12][CH:11]=[CH:10][CH:9]=1)=[O:4]. The catalyst class is: 10. (4) Reactant: C([O:5][C:6](=[O:40])[C:7]([S:10][C:11]1[C:20](OC)=[CH:19][C:18]2[CH2:17][CH:16]([N:23]([CH2:38][CH3:39])[C:24]([NH:26][C:27]3[CH:32]=[CH:31][C:30]([O:33][C:34]([F:37])([F:36])[F:35])=[CH:29][CH:28]=3)=[O:25])[CH2:15][CH2:14][C:13]=2[CH:12]=1)([CH3:9])[CH3:8])(C)(C)C.C(O)(C(F)(F)F)=O. Product: [CH2:38]([N:23]([CH:16]1[CH2:15][CH2:14][C:13]2[CH:12]=[C:11]([S:10][C:7]([CH3:8])([CH3:9])[C:6]([OH:40])=[O:5])[CH:20]=[CH:19][C:18]=2[CH2:17]1)[C:24]([NH:26][C:27]1[CH:28]=[CH:29][C:30]([O:33][C:34]([F:37])([F:35])[F:36])=[CH:31][CH:32]=1)=[O:25])[CH3:39]. The catalyst class is: 2. (5) Reactant: Cl[C:2]1[CH:11]=[CH:10][C:9]2[C:4](=[CH:5][CH:6]=[C:7]([Cl:22])[C:8]=2[NH:12][C:13](=[O:21])[CH2:14][CH:15]2[CH2:20][CH2:19][CH2:18][CH2:17][CH2:16]2)[N:3]=1.Cl.[NH:24]1[CH2:29][CH2:28][CH2:27][C@@H:26]([OH:30])[CH2:25]1.C(N(CC)CC)C. Product: [Cl:22][C:7]1[C:8]([NH:12][C:13](=[O:21])[CH2:14][CH:15]2[CH2:20][CH2:19][CH2:18][CH2:17][CH2:16]2)=[C:9]2[C:4](=[CH:5][CH:6]=1)[N:3]=[C:2]([N:24]1[CH2:29][CH2:28][CH2:27][C@@H:26]([OH:30])[CH2:25]1)[CH:11]=[CH:10]2. The catalyst class is: 10.